The task is: Predict the product of the given reaction.. This data is from Forward reaction prediction with 1.9M reactions from USPTO patents (1976-2016). (1) Given the reactants C([O:4][C:5]1[CH:6]=[C:7]([CH:11]=[CH:12][C:13]([NH:15][C@H:16]([C:27]([O:29]C)=[O:28])[CH2:17][C:18]2[C:26]3[C:21](=[CH:22][CH:23]=[CH:24][CH:25]=3)[NH:20][CH:19]=2)=[O:14])[CH:8]=[CH:9][CH:10]=1)(=O)C.[OH-].[Na+:32], predict the reaction product. The product is: [OH:4][C:5]1[CH:6]=[C:7]([CH:11]=[CH:12][C:13]([NH:15][C@H:16]([C:27]([O-:29])=[O:28])[CH2:17][C:18]2[C:26]3[C:21](=[CH:22][CH:23]=[CH:24][CH:25]=3)[NH:20][CH:19]=2)=[O:14])[CH:8]=[CH:9][CH:10]=1.[Na+:32]. (2) Given the reactants Cl.[CH3:2][N:3]1[CH:7]=[C:6]([C:8]2[N:13]=[C:12]([C:14]3[CH:15]=[N:16][N:17]([CH:19]([CH:23]4[CH2:28][CH2:27][NH:26][CH2:25][CH2:24]4)[CH2:20][C:21]#[N:22])[CH:18]=3)[N:11]3[CH:29]=[CH:30][N:31]=[C:10]3[CH:9]=2)[CH:5]=[N:4]1.C1C[O:35][CH2:34][CH2:33]1.C(N(CC)CC)C.C(OC(=O)C)(=O)C, predict the reaction product. The product is: [C:34]([N:26]1[CH2:27][CH2:28][CH:23]([CH:19]([N:17]2[CH:18]=[C:14]([C:12]3[N:11]4[CH:29]=[CH:30][N:31]=[C:10]4[CH:9]=[C:8]([C:6]4[CH:5]=[N:4][N:3]([CH3:2])[CH:7]=4)[N:13]=3)[CH:15]=[N:16]2)[CH2:20][C:21]#[N:22])[CH2:24][CH2:25]1)(=[O:35])[CH3:33]. (3) Given the reactants [Cl:1][C:2]1[CH:3]=[C:4]([C@@H:8]2[C@@H:13]([C:14]3[CH:19]=[CH:18][C:17]([Cl:20])=[CH:16][CH:15]=3)[N:12]([C@@H:21]([CH:24]3[CH2:26][CH2:25]3)[CH2:22]O)[C:11](=[O:27])[C@:10]([CH2:29][C:30]([O:32][CH3:33])=[O:31])([CH3:28])[CH2:9]2)[CH:5]=[CH:6][CH:7]=1.C(C=P(CCCC)(CCCC)CCCC)#N.[S:50]1[CH:54]=[CH:53][CH:52]=[C:51]1[S:55]([NH2:58])(=[O:57])=[O:56], predict the reaction product. The product is: [Cl:1][C:2]1[CH:3]=[C:4]([C@@H:8]2[C@@H:13]([C:14]3[CH:19]=[CH:18][C:17]([Cl:20])=[CH:16][CH:15]=3)[N:12]([C@@H:21]([CH:24]3[CH2:25][CH2:26]3)[CH2:22][NH:58][S:55]([C:51]3[S:50][CH:54]=[CH:53][CH:52]=3)(=[O:57])=[O:56])[C:11](=[O:27])[C@:10]([CH2:29][C:30]([O:32][CH3:33])=[O:31])([CH3:28])[CH2:9]2)[CH:5]=[CH:6][CH:7]=1. (4) Given the reactants [S:1]1[CH:5]=[CH:4][CH:3]=[C:2]1[C:6]1[O:7][C:8]2[CH:14]=[C:13]([CH2:15][OH:16])[CH:12]=[CH:11][C:9]=2[N:10]=1, predict the reaction product. The product is: [S:1]1[CH:5]=[CH:4][CH:3]=[C:2]1[C:6]1[O:7][C:8]2[CH:14]=[C:13]([CH:15]=[O:16])[CH:12]=[CH:11][C:9]=2[N:10]=1. (5) Given the reactants C1(C)C=CC(S(O[CH2:11][CH2:12][CH:13]([O:18][CH3:19])[C:14]([F:17])([F:16])[F:15])(=O)=O)=CC=1.[F:21][C:22]([F:34])([F:33])[CH2:23][CH2:24][S:25]([CH2:28][C:29]([O:31][CH3:32])=[O:30])(=[O:27])=[O:26].C(=O)([O-])[O-].[K+].[K+].Cl, predict the reaction product. The product is: [F:17][C:14]([F:15])([F:16])[CH:13]([O:18][CH3:19])[CH2:12][CH2:11][CH:28]([S:25]([CH2:24][CH2:23][C:22]([F:33])([F:34])[F:21])(=[O:27])=[O:26])[C:29]([O:31][CH3:32])=[O:30]. (6) The product is: [CH2:12]([N:19]([C:41]1[CH:42]=[CH:43][C:44]([S:47](=[O:60])(=[O:59])[NH2:48])=[CH:45][CH:46]=1)[CH:20]1[CH2:21][CH2:22][N:23]([CH:26]([CH3:40])[CH2:27][CH2:28][NH:29][C:30](=[O:39])[C:31]2[C:36]([Cl:37])=[CH:35][N:34]=[CH:33][C:32]=2[Cl:38])[CH2:24][CH2:25]1)[C:13]1[CH:18]=[CH:17][CH:16]=[CH:15][CH:14]=1. Given the reactants ClC1C=NC=C(Cl)C=1C(O)=O.[CH2:12]([N:19]([C:41]1[CH:46]=[CH:45][C:44]([S:47](=[O:60])(=[O:59])[NH:48]C(C2C(Cl)=CN=CC=2Cl)=O)=[CH:43][CH:42]=1)[CH:20]1[CH2:25][CH2:24][N:23]([CH:26]([CH3:40])[CH2:27][CH2:28][NH:29][C:30](=[O:39])[C:31]2[C:36]([Cl:37])=[CH:35][N:34]=[CH:33][C:32]=2[Cl:38])[CH2:22][CH2:21]1)[C:13]1[CH:18]=[CH:17][CH:16]=[CH:15][CH:14]=1, predict the reaction product. (7) Given the reactants [F:1][C:2]1[CH:7]=[C:6]([F:8])[CH:5]=[C:4]([N+:9]([O-])=O)[C:3]=1[CH3:12], predict the reaction product. The product is: [F:1][C:2]1[C:3]([CH3:12])=[C:4]([NH2:9])[CH:5]=[C:6]([F:8])[CH:7]=1. (8) Given the reactants CC1C=CC(S(O[CH2:12][C@H:13]2[CH2:26][O:25][C:16]3[CH:17]=[CH:18][C:19]4[N:20]=[C:21]([CH3:24])[O:22][C:23]=4[C:15]=3[O:14]2)(=O)=O)=CC=1.[NH:27]1[CH2:32][CH:31]=[C:30]([C:33]2[C:41]3[C:36](=[CH:37][CH:38]=[C:39]([C:42]#[N:43])[CH:40]=3)[NH:35][CH:34]=2)[CH2:29][CH2:28]1.C(O)(=O)/C=C/C(O)=O, predict the reaction product. The product is: [CH3:24][C:21]1[O:22][C:23]2=[C:15]3[C:16](=[CH:17][CH:18]=[C:19]2[N:20]=1)[O:25][CH2:26][CH:13]([CH2:12][N:27]1[CH2:28][CH:29]=[C:30]([C:33]2[C:41]4[C:36](=[CH:37][CH:38]=[C:39]([C:42]#[N:43])[CH:40]=4)[NH:35][CH:34]=2)[CH2:31][CH2:32]1)[O:14]3.